From a dataset of NCI-60 drug combinations with 297,098 pairs across 59 cell lines. Regression. Given two drug SMILES strings and cell line genomic features, predict the synergy score measuring deviation from expected non-interaction effect. (1) Drug 1: C1=CC=C(C=C1)NC(=O)CCCCCCC(=O)NO. Synergy scores: CSS=5.44, Synergy_ZIP=-0.923, Synergy_Bliss=1.16, Synergy_Loewe=-3.62, Synergy_HSA=0.443. Cell line: 786-0. Drug 2: C1CC(=O)NC(=O)C1N2C(=O)C3=CC=CC=C3C2=O. (2) Drug 1: CC1=C(C(=CC=C1)Cl)NC(=O)C2=CN=C(S2)NC3=CC(=NC(=N3)C)N4CCN(CC4)CCO. Drug 2: CC(C)CN1C=NC2=C1C3=CC=CC=C3N=C2N. Cell line: NCI-H226. Synergy scores: CSS=-0.523, Synergy_ZIP=-0.879, Synergy_Bliss=2.39, Synergy_Loewe=-3.29, Synergy_HSA=-1.16. (3) Drug 1: CC1C(C(=O)NC(C(=O)N2CCCC2C(=O)N(CC(=O)N(C(C(=O)O1)C(C)C)C)C)C(C)C)NC(=O)C3=C4C(=C(C=C3)C)OC5=C(C(=O)C(=C(C5=N4)C(=O)NC6C(OC(=O)C(N(C(=O)CN(C(=O)C7CCCN7C(=O)C(NC6=O)C(C)C)C)C)C(C)C)C)N)C. Drug 2: C1CN1P(=S)(N2CC2)N3CC3. Cell line: HOP-62. Synergy scores: CSS=29.0, Synergy_ZIP=-2.23, Synergy_Bliss=-0.605, Synergy_Loewe=1.23, Synergy_HSA=1.52. (4) Drug 1: CC(CN1CC(=O)NC(=O)C1)N2CC(=O)NC(=O)C2. Drug 2: CC1=C(C=C(C=C1)NC(=O)C2=CC=C(C=C2)CN3CCN(CC3)C)NC4=NC=CC(=N4)C5=CN=CC=C5. Cell line: RXF 393. Synergy scores: CSS=3.01, Synergy_ZIP=-4.00, Synergy_Bliss=-5.81, Synergy_Loewe=-5.31, Synergy_HSA=-5.39. (5) Drug 1: CC1=CC2C(CCC3(C2CCC3(C(=O)C)OC(=O)C)C)C4(C1=CC(=O)CC4)C. Drug 2: CC1=CC=C(C=C1)C2=CC(=NN2C3=CC=C(C=C3)S(=O)(=O)N)C(F)(F)F. Cell line: KM12. Synergy scores: CSS=9.00, Synergy_ZIP=5.18, Synergy_Bliss=-0.960, Synergy_Loewe=-4.51, Synergy_HSA=0.247. (6) Drug 1: CCC1=CC2CC(C3=C(CN(C2)C1)C4=CC=CC=C4N3)(C5=C(C=C6C(=C5)C78CCN9C7C(C=CC9)(C(C(C8N6C)(C(=O)OC)O)OC(=O)C)CC)OC)C(=O)OC.C(C(C(=O)O)O)(C(=O)O)O. Drug 2: C1=CC=C(C=C1)NC(=O)CCCCCCC(=O)NO. Cell line: SNB-75. Synergy scores: CSS=28.9, Synergy_ZIP=-3.07, Synergy_Bliss=-1.30, Synergy_Loewe=0.596, Synergy_HSA=0.951. (7) Drug 2: CCC1(CC2CC(C3=C(CCN(C2)C1)C4=CC=CC=C4N3)(C5=C(C=C6C(=C5)C78CCN9C7C(C=CC9)(C(C(C8N6C)(C(=O)OC)O)OC(=O)C)CC)OC)C(=O)OC)O.OS(=O)(=O)O. Drug 1: C1CCN(CC1)CCOC2=CC=C(C=C2)C(=O)C3=C(SC4=C3C=CC(=C4)O)C5=CC=C(C=C5)O. Cell line: NCI-H226. Synergy scores: CSS=49.5, Synergy_ZIP=4.99, Synergy_Bliss=7.62, Synergy_Loewe=-20.8, Synergy_HSA=5.37. (8) Drug 1: C1=CC(=CC=C1CCCC(=O)O)N(CCCl)CCCl. Drug 2: C#CCC(CC1=CN=C2C(=N1)C(=NC(=N2)N)N)C3=CC=C(C=C3)C(=O)NC(CCC(=O)O)C(=O)O. Cell line: HT29. Synergy scores: CSS=12.9, Synergy_ZIP=-11.1, Synergy_Bliss=-14.5, Synergy_Loewe=-18.1, Synergy_HSA=-12.2.